Predict the reaction yield, written as a fraction of the theoretical maximum amount of product (1.0 means a 100% yield; for example, 0.34 means a 34% yield). From a dataset of Reaction yield outcomes from USPTO patents with 853,638 reactions. (1) The yield is 0.600. No catalyst specified. The reactants are C([O:8][C:9]1[CH:18]=[C:17]2[C:12]([C:13]([O:19][C:20]3[CH:21]=[C:22]([NH:26][C:27]([NH:29][C:30]4[CH:34]=[C:33]([C:35]([CH3:38])([CH3:37])[CH3:36])[O:32][N:31]=4)=[O:28])[CH:23]=[CH:24][CH:25]=3)=[N:14][CH:15]=[N:16]2)=[CH:11][CH:10]=1)C1C=CC=CC=1.FC(F)(F)C(O)=O. The product is [C:35]([C:33]1[O:32][N:31]=[C:30]([NH:29][C:27]([NH:26][C:22]2[CH:23]=[CH:24][CH:25]=[C:20]([O:19][C:13]3[C:12]4[C:17](=[CH:18][C:9]([OH:8])=[CH:10][CH:11]=4)[N:16]=[CH:15][N:14]=3)[CH:21]=2)=[O:28])[CH:34]=1)([CH3:38])([CH3:36])[CH3:37]. (2) The reactants are Cl.[N:2]12[CH2:9][CH2:8][CH:5]([CH2:6][CH2:7]1)[C@@H:4]([OH:10])[CH2:3]2. The catalyst is [OH-].[Na+]. The product is [N:2]12[CH2:9][CH2:8][CH:5]([CH2:6][CH2:7]1)[C@@H:4]([OH:10])[CH2:3]2. The yield is 0.990.